From a dataset of Forward reaction prediction with 1.9M reactions from USPTO patents (1976-2016). Predict the product of the given reaction. (1) Given the reactants [Cl:1][C:2]1[CH:24]=[C:23]([Cl:25])[C:22]([C:26]2[CH:31]=[CH:30][C:29]([F:32])=[CH:28][N:27]=2)=[CH:21][C:3]=1[C:4]([NH:6][C:7]1[N:11]([C:12]2[CH:17]=[CH:16][CH:15]=[CH:14][CH:13]=2)[N:10]=[C:9]([C:18](O)=[O:19])[CH:8]=1)=[O:5].Cl.[NH:34]1[C:38]([CH2:39][NH2:40])=[CH:37][N:36]=[N:35]1.CN(C(ON1N=NC2C=CC=NC1=2)=[N+](C)C)C.F[P-](F)(F)(F)(F)F.C(N(CC)CC)C, predict the reaction product. The product is: [NH3:6].[NH:34]1[C:38]([CH2:39][NH:40][C:18]([C:9]2[CH:8]=[C:7]([NH:6][C:4](=[O:5])[C:3]3[CH:21]=[C:22]([C:26]4[CH:31]=[CH:30][C:29]([F:32])=[CH:28][N:27]=4)[C:23]([Cl:25])=[CH:24][C:2]=3[Cl:1])[N:11]([C:12]3[CH:17]=[CH:16][CH:15]=[CH:14][CH:13]=3)[N:10]=2)=[O:19])=[CH:37][N:36]=[N:35]1. (2) The product is: [Cl:1][CH2:2][C:3]([NH:30][C:8]1[C:7]([Cl:6])=[CH:16][CH:15]=[C:14]2[C:9]=1[CH:10]=[CH:11][C:12]([N:17]1[CH2:21][CH2:20][C@@H:19]([O:22][Si:23]([C:26]([CH3:29])([CH3:28])[CH3:27])([CH3:24])[CH3:25])[CH2:18]1)=[N:13]2)=[O:4]. Given the reactants [Cl:1][CH2:2][C:3](Cl)=[O:4].[Cl:6][C:7]1[CH:16]=[CH:15][C:14]2[N:13]=[C:12]([N:17]3[CH2:21][CH2:20][C@@H:19]([O:22][Si:23]([C:26]([CH3:29])([CH3:28])[CH3:27])([CH3:25])[CH3:24])[CH2:18]3)[CH:11]=[CH:10][C:9]=2[C:8]=1[NH2:30].C(=O)([O-])[O-].[K+].[K+].O, predict the reaction product.